From a dataset of Reaction yield outcomes from USPTO patents with 853,638 reactions. Predict the reaction yield, written as a fraction of the theoretical maximum amount of product (1.0 means a 100% yield; for example, 0.34 means a 34% yield). The reactants are [C:1]([C:5]1[CH:10]=[CH:9][C:8]([C:11]2[C:19]3[C:14](=[CH:15][CH:16]=[CH:17][CH:18]=3)[NH:13][C:12]=2[C:20]([O:22][CH2:23][CH3:24])=[O:21])=[CH:7][CH:6]=1)([CH3:4])([CH3:3])[CH3:2].[Br:25][C:26]1[CH:27]=[C:28]([CH:31]=[CH:32][CH:33]=1)[CH2:29]Br.C([O-])([O-])=O.[K+].[K+]. The catalyst is CN(C=O)C. The product is [Br:25][C:26]1[CH:27]=[C:28]([CH:31]=[CH:32][CH:33]=1)[CH2:29][N:13]1[C:14]2[C:19](=[CH:18][CH:17]=[CH:16][CH:15]=2)[C:11]([C:8]2[CH:7]=[CH:6][C:5]([C:1]([CH3:4])([CH3:2])[CH3:3])=[CH:10][CH:9]=2)=[C:12]1[C:20]([O:22][CH2:23][CH3:24])=[O:21]. The yield is 0.650.